This data is from Catalyst prediction with 721,799 reactions and 888 catalyst types from USPTO. The task is: Predict which catalyst facilitates the given reaction. (1) Reactant: [C:1]([O:4][CH2:5][C:6]1[C:7](CO)=[C:8]([CH3:22])[C:9]([CH2:13][C:14]2[CH:19]=[CH:18][C:17]([CH2:20][CH3:21])=[CH:16][CH:15]=2)=[C:10]([OH:12])[CH:11]=1)(=[O:3])[CH3:2].C([SiH](CC)CC)C.C(=O)([O-])O.[Na+].C(OCC)(=O)C. Product: [C:1]([O:4][CH2:5][C:6]1[CH:7]=[C:8]([CH3:22])[C:9]([CH2:13][C:14]2[CH:15]=[CH:16][C:17]([CH2:20][CH3:21])=[CH:18][CH:19]=2)=[C:10]([OH:12])[CH:11]=1)(=[O:3])[CH3:2]. The catalyst class is: 10. (2) Reactant: [C:1]([N:5]1[C:9]([C:10]([F:13])([F:12])[F:11])=[C:8]([NH:14][C:15]([NH:17][C:18]2[CH:23]=[C:22]([C:24]3[C:35](=[O:36])[N:34]([CH3:37])[C:27]4[N:28]=[C:29](SC)[N:30]=[CH:31][C:26]=4[CH:25]=3)[C:21]([CH3:38])=[CH:20][C:19]=2[F:39])=[O:16])[CH:7]=[N:6]1)([CH3:4])([CH3:3])[CH3:2].C1C=C(Cl)C=C(C(OO)=O)C=1.[CH3:51][NH2:52]. Product: [C:1]([N:5]1[C:9]([C:10]([F:13])([F:12])[F:11])=[C:8]([NH:14][C:15]([NH:17][C:18]2[CH:23]=[C:22]([C:24]3[C:35](=[O:36])[N:34]([CH3:37])[C:27]4[N:28]=[C:29]([NH:52][CH3:51])[N:30]=[CH:31][C:26]=4[CH:25]=3)[C:21]([CH3:38])=[CH:20][C:19]=2[F:39])=[O:16])[CH:7]=[N:6]1)([CH3:4])([CH3:3])[CH3:2]. The catalyst class is: 1. (3) Reactant: [NH2:1][C:2]1[N:10]=[C:9]2[C:5]([NH:6][CH:7]=[N:8]2)=[C:4](Cl)[N:3]=1.[CH3:12][O:13][C:14]1[CH:19]=[CH:18][CH:17]=[C:16]([NH2:20])[CH:15]=1.C(N(CC)CC)C. Product: [NH2:1][C:2]1[N:10]=[C:9]2[C:5]([NH:6][CH:7]=[N:8]2)=[C:4]([NH:20][C:16]2[CH:17]=[CH:18][CH:19]=[C:14]([O:13][CH3:12])[CH:15]=2)[N:3]=1. The catalyst class is: 51. (4) Reactant: [Br:1]Br.[CH3:3][N:4]1[CH:8]=[CH:7][C:6]([C:9]([F:18])([F:17])[C:10]([F:16])([F:15])[C:11]([F:14])([F:13])[F:12])=[N:5]1. Product: [Br:1][C:7]1[C:6]([C:9]([F:17])([F:18])[C:10]([F:15])([F:16])[C:11]([F:12])([F:13])[F:14])=[N:5][N:4]([CH3:3])[CH:8]=1. The catalyst class is: 6.